The task is: Predict the product of the given reaction.. This data is from Forward reaction prediction with 1.9M reactions from USPTO patents (1976-2016). (1) Given the reactants [CH:1]1([C:7]2([CH3:15])[N:11]([CH3:12])[C:10](=[O:13])[NH:9][C:8]2=[O:14])[CH2:6][CH2:5][CH2:4][CH2:3][CH2:2]1.Cl[CH2:17][C:18]([C:20]1[CH:25]=[CH:24][C:23]([OH:26])=[C:22]([OH:27])[CH:21]=1)=[O:19], predict the reaction product. The product is: [CH:1]1([C:7]2([CH3:15])[N:11]([CH3:12])[C:10](=[O:13])[N:9]([CH2:17][C:18]([C:20]3[CH:25]=[CH:24][C:23]([OH:26])=[C:22]([OH:27])[CH:21]=3)=[O:19])[C:8]2=[O:14])[CH2:2][CH2:3][CH2:4][CH2:5][CH2:6]1. (2) Given the reactants [CH3:1][S:2](Cl)(=[O:4])=[O:3].[OH:6][CH:7]([C:11]1[CH:21]=[CH:20][C:14]([C:15]([O:17][CH2:18][CH3:19])=[O:16])=[CH:13][CH:12]=1)[CH2:8][CH2:9][CH3:10].C(N(CC)CC)C, predict the reaction product. The product is: [CH3:1][S:2]([O:6][CH:7]([C:11]1[CH:21]=[CH:20][C:14]([C:15]([O:17][CH2:18][CH3:19])=[O:16])=[CH:13][CH:12]=1)[CH2:8][CH2:9][CH3:10])(=[O:4])=[O:3]. (3) Given the reactants [CH:1]([N:4]1[CH:12]=[N:11][C:10]2[C:5]1=[N:6][C:7]([C:20]1[CH2:21][N:22]([C:26]([O:28][C:29]([CH3:32])([CH3:31])[CH3:30])=[O:27])[CH2:23][CH2:24][CH:25]=1)=[N:8][C:9]=2[NH:13][C:14]1[CH:15]=[N:16][N:17]([CH3:19])[CH:18]=1)([CH3:3])[CH3:2].C([O-])=O.[NH4+].C(OCC)(=O)C, predict the reaction product. The product is: [CH:1]([N:4]1[CH:12]=[N:11][C:10]2[C:5]1=[N:6][C:7]([CH:20]1[CH2:25][CH2:24][CH2:23][N:22]([C:26]([O:28][C:29]([CH3:31])([CH3:30])[CH3:32])=[O:27])[CH2:21]1)=[N:8][C:9]=2[NH:13][C:14]1[CH:15]=[N:16][N:17]([CH3:19])[CH:18]=1)([CH3:2])[CH3:3]. (4) Given the reactants [Cl-].O[NH3+].[C:4](=[O:7])([O-])[OH:5].[Na+].[CH2:9]([C:11]1[S:42][C:14]2[N:15]([CH2:27][C:28]3[CH:33]=[CH:32][C:31]([C:34]4[C:35]([C:40]#[N:41])=[CH:36][CH:37]=[CH:38][CH:39]=4)=[CH:30][CH:29]=3)[C:16](=[O:26])[N:17]([CH2:18][CH2:19][C:20]3[CH:25]=[CH:24][CH:23]=[CH:22][CH:21]=3)[C:13]=2[CH:12]=1)[CH3:10].[N:43]12CCCN=C1CCCCC2, predict the reaction product. The product is: [CH2:9]([C:11]1[S:42][C:14]2[N:15]([CH2:27][C:28]3[CH:29]=[CH:30][C:31]([C:34]4[CH:39]=[CH:38][CH:37]=[CH:36][C:35]=4[C:40]4[NH:43][C:4](=[O:7])[O:5][N:41]=4)=[CH:32][CH:33]=3)[C:16](=[O:26])[N:17]([CH2:18][CH2:19][C:20]3[CH:21]=[CH:22][CH:23]=[CH:24][CH:25]=3)[C:13]=2[CH:12]=1)[CH3:10].